Dataset: Forward reaction prediction with 1.9M reactions from USPTO patents (1976-2016). Task: Predict the product of the given reaction. (1) Given the reactants Cl[C:2]1[CH:3]=[CH:4][C:5]2[N:6]([CH:8]=[CH:9][C:10](=[O:20])[C:11]=2[C:12]2[C:17]([F:18])=[CH:16][CH:15]=[CH:14][C:13]=2[F:19])[N:7]=1.[Br-].[F:22][C:23]1[CH:30]=[C:29]([F:31])[CH:28]=[CH:27][C:24]=1[CH2:25][Zn+], predict the reaction product. The product is: [F:22][C:23]1[CH:30]=[C:29]([F:31])[CH:28]=[CH:27][C:24]=1[CH2:25][C:2]1[CH:3]=[CH:4][C:5]2[N:6]([CH:8]=[CH:9][C:10](=[O:20])[C:11]=2[C:12]2[C:17]([F:18])=[CH:16][CH:15]=[CH:14][C:13]=2[F:19])[N:7]=1. (2) Given the reactants CCN(C(C)C)C(C)C.[S:10]1[CH:14]=[CH:13][CH:12]=[C:11]1[C:15]([NH:17][CH2:18][C:19]([OH:21])=O)=[O:16].C1C=CC2N(O)N=NC=2C=1.CCN=C=NCCCN(C)C.Cl.Cl.[N:45]1([C:51]([C:53]2[CH:58]=[CH:57][CH:56]=[CH:55][C:54]=2[C:59]([F:62])([F:61])[F:60])=[O:52])[CH2:50][CH2:49][NH:48][CH2:47][CH2:46]1, predict the reaction product. The product is: [O:21]=[C:19]([N:48]1[CH2:49][CH2:50][N:45]([C:51](=[O:52])[C:53]2[CH:58]=[CH:57][CH:56]=[CH:55][C:54]=2[C:59]([F:62])([F:60])[F:61])[CH2:46][CH2:47]1)[CH2:18][NH:17][C:15]([C:11]1[S:10][CH:14]=[CH:13][CH:12]=1)=[O:16]. (3) Given the reactants [N:1]1([CH2:7][CH2:8][C@@H:9]([N:16](CS)[C:17]2[CH:22]=[CH:21][C:20]([S:23]([NH:26][C:27]3[N:31]4[CH2:32][CH2:33][NH:34][CH2:35][C:30]4=[N:29][N:28]=3)(=[O:25])=[O:24])=[CH:19][C:18]=2[S:36]([C:39]([F:42])([F:41])[F:40])(=[O:38])=[O:37])C2C=CC=CC=2)[CH2:6][CH2:5][O:4][CH2:3][CH2:2]1.[C:45]([O:49][C:50]([N:52]1[CH2:57][CH2:56][C:55](=O)[CH2:54][CH2:53]1)=[O:51])([CH3:48])([CH3:47])[CH3:46].C([BH3-])#N.[Na+], predict the reaction product. The product is: [C:45]([O:49][C:50]([N:52]1[CH2:57][CH2:56][CH:55]([N:34]2[CH2:33][CH2:32][N:31]3[C:27]([NH:26][S:23]([C:20]4[CH:21]=[CH:22][C:17]([NH:16][C@@H:9]([CH2:39][S:36][C:18]5[CH:19]=[CH:20][CH:21]=[CH:22][CH:17]=5)[CH2:8][CH2:7][N:1]5[CH2:6][CH2:5][O:4][CH2:3][CH2:2]5)=[C:18]([S:36]([C:39]([F:40])([F:41])[F:42])(=[O:38])=[O:37])[CH:19]=4)(=[O:25])=[O:24])=[N:28][N:29]=[C:30]3[CH2:35]2)[CH2:54][CH2:53]1)=[O:51])([CH3:48])([CH3:47])[CH3:46]. (4) Given the reactants Cl[C:2]1[N:7]=[CH:6][C:5]2[C:8]([CH2:30][CH2:31][C:32]([O:34][CH2:35][CH3:36])=[O:33])=[N:9][N:10]([C:11]([C:24]3[CH:29]=[CH:28][CH:27]=[CH:26][CH:25]=3)([C:18]3[CH:23]=[CH:22][CH:21]=[CH:20][CH:19]=3)[C:12]3[CH:17]=[CH:16][CH:15]=[CH:14][CH:13]=3)[C:4]=2[CH:3]=1.C(=O)([O-])[O-].[Cs+].[Cs+].[CH2:43]([NH:50][C:51]([NH2:53])=[O:52])[C:44]1[CH:49]=[CH:48][CH:47]=[CH:46][CH:45]=1, predict the reaction product. The product is: [CH2:43]([NH:50][C:51](=[O:52])[NH:53][C:2]1[N:7]=[CH:6][C:5]2[C:8]([CH2:30][CH2:31][C:32]([O:34][CH2:35][CH3:36])=[O:33])=[N:9][N:10]([C:11]([C:24]3[CH:29]=[CH:28][CH:27]=[CH:26][CH:25]=3)([C:18]3[CH:23]=[CH:22][CH:21]=[CH:20][CH:19]=3)[C:12]3[CH:17]=[CH:16][CH:15]=[CH:14][CH:13]=3)[C:4]=2[CH:3]=1)[C:44]1[CH:49]=[CH:48][CH:47]=[CH:46][CH:45]=1. (5) The product is: [Cl:1][C:2]1[CH:3]=[C:4]([NH:10][C:11](=[O:12])[CH2:13][CH:14]([CH3:19])[CH2:15][C:16]([NH:20][C:21]2[CH:22]=[C:23]3[C:28](=[CH:29][CH:30]=2)[N:27]([CH:31]([CH3:33])[CH3:32])[C:26](=[O:34])[N:25]([CH2:35][CH:36]2[CH2:38][CH2:37]2)[C:24]3=[O:39])=[O:18])[CH:5]=[CH:6][C:7]=1[C:8]#[N:9]. Given the reactants [Cl:1][C:2]1[CH:3]=[C:4]([NH:10][C:11]([CH2:13][CH:14]([CH3:19])[CH2:15][C:16]([OH:18])=O)=[O:12])[CH:5]=[CH:6][C:7]=1[C:8]#[N:9].[NH2:20][C:21]1[CH:22]=[C:23]2[C:28](=[CH:29][CH:30]=1)[N:27]([CH:31]([CH3:33])[CH3:32])[C:26](=[O:34])[N:25]([CH2:35][CH:36]1[CH2:38][CH2:37]1)[C:24]2=[O:39].C(P1(=O)OP(CCC)(=O)OP(CCC)(=O)O1)CC.CCN(C(C)C)C(C)C, predict the reaction product. (6) Given the reactants C([Li])CCC.[CH3:6][C:7]1[CH:8]=[CH:9][C:10]([NH2:13])=[N:11][CH:12]=1.[Si:14]([O:21][C@H:22]([CH2:27][O:28][CH3:29])[C:23](OC)=[O:24])([C:17]([CH3:20])([CH3:19])[CH3:18])([CH3:16])[CH3:15], predict the reaction product. The product is: [Si:14]([O:21][C@H:22]([CH2:27][O:28][CH3:29])[C:23]([NH:13][C:10]1[CH:9]=[CH:8][C:7]([CH3:6])=[CH:12][N:11]=1)=[O:24])([C:17]([CH3:20])([CH3:19])[CH3:18])([CH3:15])[CH3:16]. (7) Given the reactants [CH3:1][O:2][C:3]1[C:24]2[O:23][C:10]3[C:11](=[O:22])[N:12]([C@@H:14]([CH2:18][CH:19]([CH3:21])[CH3:20])[C:15](O)=[O:16])[CH2:13][C:9]=3[CH2:8][C:7]=2[C:6]([O:25][CH3:26])=[CH:5][CH:4]=1.[CH3:27][O:28][C:29](=[O:37])[C:30]1[CH:35]=[CH:34][C:33]([NH2:36])=[N:32][CH:31]=1.ON1C2C=CC=CC=2N=N1, predict the reaction product. The product is: [CH3:27][O:28][C:29](=[O:37])[C:30]1[CH:35]=[CH:34][C:33]([NH:36][C:15](=[O:16])[C@@H:14]([N:12]2[CH2:13][C:9]3[CH2:8][C:7]4[C:6]([O:25][CH3:26])=[CH:5][CH:4]=[C:3]([O:2][CH3:1])[C:24]=4[O:23][C:10]=3[C:11]2=[O:22])[CH2:18][CH:19]([CH3:21])[CH3:20])=[N:32][CH:31]=1.